Dataset: Reaction yield outcomes from USPTO patents with 853,638 reactions. Task: Predict the reaction yield, written as a fraction of the theoretical maximum amount of product (1.0 means a 100% yield; for example, 0.34 means a 34% yield). (1) The reactants are CC(N(C)C)=O.[CH3:7][C:8]1[C:9]([C:21]2[CH:26]=[CH:25][CH:24]=[C:23]([O:27][CH3:28])[CH:22]=2)=[C:10]([OH:20])[C:11]2[C:16]([CH:17]=1)=[CH:15][C:14]([O:18][CH3:19])=[CH:13][CH:12]=2.F[C:30]1[CH:37]=[CH:36][C:33]([CH:34]=[O:35])=[CH:32][CH:31]=1.C(=O)([O-])[O-].[Cs+].[Cs+]. The catalyst is O. The product is [CH3:7][C:8]1[C:9]([C:21]2[CH:26]=[CH:25][CH:24]=[C:23]([O:27][CH3:28])[CH:22]=2)=[C:10]([O:20][C:30]2[CH:37]=[CH:36][C:33]([CH:34]=[O:35])=[CH:32][CH:31]=2)[C:11]2[C:16]([CH:17]=1)=[CH:15][C:14]([O:18][CH3:19])=[CH:13][CH:12]=2. The yield is 0.610. (2) The reactants are [Cl:1][C:2]1[C:10]([O:11][CH3:12])=[CH:9][CH:8]=[C:7]([F:13])[C:3]=1[C:4]([OH:6])=O.CN(C(ON1N=NC2C=CC=NC1=2)=[N+](C)C)C.F[P-](F)(F)(F)(F)F.[CH2:38]([O:45][C:46]1[C:51]([CH2:52][NH:53][CH2:54][CH2:55][OH:56])=[C:50]([CH3:57])[CH:49]=[C:48]([CH3:58])[N:47]=1)[C:39]1[CH:44]=[CH:43][CH:42]=[CH:41][CH:40]=1. The catalyst is CN(C=O)C. The product is [CH2:38]([O:45][C:46]1[C:51]([CH2:52][N:53]([CH2:54][CH2:55][OH:56])[C:4](=[O:6])[C:3]2[C:7]([F:13])=[CH:8][CH:9]=[C:10]([O:11][CH3:12])[C:2]=2[Cl:1])=[C:50]([CH3:57])[CH:49]=[C:48]([CH3:58])[N:47]=1)[C:39]1[CH:44]=[CH:43][CH:42]=[CH:41][CH:40]=1. The yield is 1.00. (3) The reactants are [Cl:1][C:2]1[CH:7]=[C:6](Cl)[N:5]2[N:9]=[C:10]([CH3:12])[CH:11]=[C:4]2[N:3]=1.[NH:13]1[CH2:18][CH2:17][O:16][CH2:15][CH2:14]1. The catalyst is O1CCOCC1. The product is [Cl:1][C:2]1[CH:7]=[C:6]([N:13]2[CH2:18][CH2:17][O:16][CH2:15][CH2:14]2)[N:5]2[N:9]=[C:10]([CH3:12])[CH:11]=[C:4]2[N:3]=1. The yield is 0.740. (4) The reactants are [C:1]([N:4]1[CH2:12][CH2:11][CH:7]([C:8](Cl)=[O:9])[CH2:6][CH2:5]1)(=[O:3])[CH3:2].[Cl-:13].[Al+3].[Cl-].[Cl-].[CH:17]1[C:22]([Cl:23])=[CH:21][CH:20]=[C:19](Cl)[CH:18]=1. No catalyst specified. The product is [Cl:13][C:20]1[CH:21]=[C:22]([Cl:23])[CH:17]=[CH:18][C:19]=1[C:8]([CH:7]1[CH2:11][CH2:12][N:4]([C:1](=[O:3])[CH3:2])[CH2:5][CH2:6]1)=[O:9]. The yield is 0.500. (5) The reactants are [F:1][C:2]1[C:9]([F:10])=[CH:8][CH:7]=[C:6]([F:11])[C:3]=1[CH2:4]Br.[Cl:12][C:13]1[CH:18]=[CH:17][C:16]([SH:19])=[CH:15][CH:14]=1.C(N(CC)CC)C.C(OCC)(=O)C. The catalyst is C1COCC1.O. The product is [Cl:12][C:13]1[CH:18]=[CH:17][C:16]([S:19][CH2:4][C:3]2[C:2]([F:1])=[C:9]([F:10])[CH:8]=[CH:7][C:6]=2[F:11])=[CH:15][CH:14]=1. The yield is 1.00. (6) The reactants are C([O:3][C:4](=O)[NH:5][CH:6]([CH3:18])[CH2:7][C:8]1[CH:13]=[CH:12][C:11]([C:14]([F:17])([F:16])[F:15])=[CH:10][CH:9]=1)C.O=P12OP3(OP(OP(O3)(O1)=O)(=O)O2)=O.C(OC(=O)C)C. The catalyst is O=P(Cl)(Cl)Cl.CCCCCC. The product is [CH3:18][CH:6]1[CH2:7][C:8]2[C:13](=[CH:12][C:11]([C:14]([F:17])([F:16])[F:15])=[CH:10][CH:9]=2)[C:4](=[O:3])[NH:5]1. The yield is 0.115. (7) The yield is 0.920. The catalyst is N1C=CC=CC=1. The product is [Cl:1][C:2]1[N:7]2[N:8]=[CH:9][CH:10]=[C:6]2[N:5]=[C:4]([NH:11][C:59]([C:58]2[CH:62]=[CH:63][C:55]([C:54]([O:53][CH3:52])=[O:64])=[CH:56][CH:57]=2)=[O:60])[CH:3]=1.[Cl:12][C:13]1[N:18]2[N:19]=[C:20]([CH3:22])[CH:21]=[C:17]2[N:16]=[C:15]([NH:23][C:59]([C:58]2[CH:57]=[CH:56][C:55]([C:54]([O:53][CH3:52])=[O:64])=[CH:63][CH:62]=2)=[O:61])[CH:14]=1.[Cl:24][C:25]1[N:30]2[N:31]=[C:32]([CH2:34][CH3:35])[CH:33]=[C:29]2[N:28]=[C:27]([NH:36][C:59]([C:58]2[CH:62]=[CH:63][C:55]([C:54]([O:53][CH3:52])=[O:64])=[CH:56][CH:57]=2)=[O:60])[CH:26]=1.[Cl:37][C:38]1[N:43]2[N:44]=[C:45]([CH:47]3[CH2:48][CH2:49]3)[CH:46]=[C:42]2[N:41]=[C:40]([NH:50][C:59]([C:58]2[CH:62]=[CH:63][C:55]([C:54]([O:53][CH3:52])=[O:64])=[CH:56][CH:57]=2)=[O:60])[CH:39]=1. The reactants are [Cl:1][C:2]1[N:7]2[N:8]=[CH:9][CH:10]=[C:6]2[N:5]=[C:4]([NH2:11])[CH:3]=1.[Cl:12][C:13]1[N:18]2[N:19]=[C:20]([CH3:22])[CH:21]=[C:17]2[N:16]=[C:15]([NH2:23])[CH:14]=1.[Cl:24][C:25]1[N:30]2[N:31]=[C:32]([CH2:34][CH3:35])[CH:33]=[C:29]2[N:28]=[C:27]([NH2:36])[CH:26]=1.[Cl:37][C:38]1[N:43]2[N:44]=[C:45]([CH:47]3[CH2:49][CH2:48]3)[CH:46]=[C:42]2[N:41]=[C:40]([NH2:50])[CH:39]=1.[Cl-].[CH3:52][O:53][C:54](=[O:64])[C:55]1[CH:63]=[CH:62][C:58]([C:59]([OH:61])=[O:60])=[CH:57][CH:56]=1. (8) The reactants are [CH:1]1([C:4]2[NH:5][C:6]([C:25]3[CH:30]=[CH:29][C:28]([F:31])=[CH:27][C:26]=3[F:32])=[C:7]([C:9]3[N:14]=[C:13]4[O:15][C:16]([NH:18][C@@H:19]([CH3:24])[CH2:20][CH2:21][O:22][CH3:23])=[N:17][C:12]4=[CH:11][CH:10]=3)[N:8]=2)[CH2:3][CH2:2]1.[CH3:33][S:34]([OH:37])(=[O:36])=[O:35]. The catalyst is ClCCl.CO. The product is [CH3:33][S:34]([OH:37])(=[O:36])=[O:35].[CH:1]1([C:4]2[NH:5][C:6]([C:25]3[CH:30]=[CH:29][C:28]([F:31])=[CH:27][C:26]=3[F:32])=[C:7]([C:9]3[N:14]=[C:13]4[O:15][C:16]([NH:18][C@@H:19]([CH3:24])[CH2:20][CH2:21][O:22][CH3:23])=[N:17][C:12]4=[CH:11][CH:10]=3)[N:8]=2)[CH2:3][CH2:2]1. The yield is 0.890. (9) The reactants are [F:1][C:2]1[CH:3]=[C:4]([NH2:14])[CH:5]=[CH:6][C:7]=1[N:8]1[CH:12]=[C:11]([CH3:13])[N:10]=[CH:9]1.[N:15]#[C:16][NH2:17].[N+:18]([O-:21])([OH:20])=[O:19]. The catalyst is C(O)C. The product is [N+:18]([O-:21])([OH:20])=[O:19].[F:1][C:2]1[CH:3]=[C:4]([NH:14][C:16]([NH2:17])=[NH:15])[CH:5]=[CH:6][C:7]=1[N:8]1[CH:12]=[C:11]([CH3:13])[N:10]=[CH:9]1. The yield is 0.360. (10) The reactants are [F:1][C:2]1[C:3]([C:13]([O:15][CH2:16][CH3:17])=[O:14])=[CH:4][NH:5][C:6]=1[C:7]1[CH:12]=[CH:11][CH:10]=[CH:9][CH:8]=1.[H-].[Na+].C1OCCOCCOCCOCCOC1.[C:35]1([S:41](Cl)(=[O:43])=[O:42])[CH:40]=[CH:39][CH:38]=[CH:37][CH:36]=1. The catalyst is O1CCCC1.[Cl-].[Na+].O. The product is [F:1][C:2]1[C:3]([C:13]([O:15][CH2:16][CH3:17])=[O:14])=[CH:4][N:5]([S:41]([C:35]2[CH:40]=[CH:39][CH:38]=[CH:37][CH:36]=2)(=[O:43])=[O:42])[C:6]=1[C:7]1[CH:12]=[CH:11][CH:10]=[CH:9][CH:8]=1. The yield is 0.380.